Dataset: NCI-60 drug combinations with 297,098 pairs across 59 cell lines. Task: Regression. Given two drug SMILES strings and cell line genomic features, predict the synergy score measuring deviation from expected non-interaction effect. (1) Drug 1: CC(CN1CC(=O)NC(=O)C1)N2CC(=O)NC(=O)C2. Drug 2: CCCCCOC(=O)NC1=NC(=O)N(C=C1F)C2C(C(C(O2)C)O)O. Cell line: SN12C. Synergy scores: CSS=39.2, Synergy_ZIP=6.40, Synergy_Bliss=6.92, Synergy_Loewe=-1.60, Synergy_HSA=8.70. (2) Drug 2: CC1=C(C(=O)C2=C(C1=O)N3CC4C(C3(C2COC(=O)N)OC)N4)N. Synergy scores: CSS=8.13, Synergy_ZIP=-2.51, Synergy_Bliss=2.74, Synergy_Loewe=0.778, Synergy_HSA=0.855. Cell line: HOP-92. Drug 1: C1CC(=O)NC(=O)C1N2CC3=C(C2=O)C=CC=C3N. (3) Drug 1: CCCCCOC(=O)NC1=NC(=O)N(C=C1F)C2C(C(C(O2)C)O)O. Drug 2: C1CN(CCN1C(=O)CCBr)C(=O)CCBr. Cell line: HL-60(TB). Synergy scores: CSS=70.7, Synergy_ZIP=-0.160, Synergy_Bliss=0.619, Synergy_Loewe=-2.96, Synergy_HSA=3.87. (4) Drug 1: C1=CC(=CC=C1C#N)C(C2=CC=C(C=C2)C#N)N3C=NC=N3. Drug 2: CC(C)(C#N)C1=CC(=CC(=C1)CN2C=NC=N2)C(C)(C)C#N. Cell line: COLO 205. Synergy scores: CSS=1.05, Synergy_ZIP=1.44, Synergy_Bliss=-3.17, Synergy_Loewe=0.918, Synergy_HSA=-5.03. (5) Drug 1: CCC1=C2CN3C(=CC4=C(C3=O)COC(=O)C4(CC)O)C2=NC5=C1C=C(C=C5)O. Drug 2: C1=CN(C=N1)CC(O)(P(=O)(O)O)P(=O)(O)O. Cell line: NCI-H460. Synergy scores: CSS=31.5, Synergy_ZIP=-0.955, Synergy_Bliss=5.42, Synergy_Loewe=-20.4, Synergy_HSA=4.92. (6) Drug 1: COC1=NC(=NC2=C1N=CN2C3C(C(C(O3)CO)O)O)N. Drug 2: COCCOC1=C(C=C2C(=C1)C(=NC=N2)NC3=CC=CC(=C3)C#C)OCCOC.Cl. Synergy scores: CSS=4.95, Synergy_ZIP=-1.93, Synergy_Bliss=-1.21, Synergy_Loewe=-11.4, Synergy_HSA=-2.70. Cell line: HOP-92.